Dataset: Catalyst prediction with 721,799 reactions and 888 catalyst types from USPTO. Task: Predict which catalyst facilitates the given reaction. (1) Reactant: C(O)(C(F)(F)F)=O.C(OC(=O)[NH:14][C:15]1[C:24]2[C:19](=[CH:20][CH:21]=[CH:22][CH:23]=2)[C:18]([O:25][C:26]2[CH:31]=[CH:30][N:29]=[C:28]([NH:32][C:33]3[CH:38]=[CH:37][CH:36]=[C:35]([O:39][CH3:40])[CH:34]=3)[CH:27]=2)=[CH:17][CH:16]=1)(C)(C)C. Product: [NH2:14][C:15]1[C:24]2[C:19](=[CH:20][CH:21]=[CH:22][CH:23]=2)[C:18]([O:25][C:26]2[CH:31]=[CH:30][N:29]=[C:28]([NH:32][C:33]3[CH:38]=[CH:37][CH:36]=[C:35]([O:39][CH3:40])[CH:34]=3)[CH:27]=2)=[CH:17][CH:16]=1. The catalyst class is: 2. (2) Reactant: [CH2:1]([Mg]Br)[CH3:2].COC1C=C(/C=C/C(/O)=C/C(/C=C/C2C=CC(O)=C(OC)C=2)=O)C=CC=1O.[CH3:32][O:33][C:34]1[CH:35]=[C:36]([N:42]2[CH2:47][CH2:46][N:45]([C:48]([C:50]3[N:54]([C:55]4[CH:60]=[CH:59][CH:58]=[CH:57][CH:56]=4)[N:53]=[C:52]([CH:61]=[O:62])[CH:51]=3)=[O:49])[CH2:44][CH2:43]2)[CH:37]=[C:38]([O:40][CH3:41])[CH:39]=1. Product: [CH3:32][O:33][C:34]1[CH:35]=[C:36]([N:42]2[CH2:43][CH2:44][N:45]([C:48]([C:50]3[N:54]([C:55]4[CH:60]=[CH:59][CH:58]=[CH:57][CH:56]=4)[N:53]=[C:52]([CH:61]([OH:62])[CH2:1][CH3:2])[CH:51]=3)=[O:49])[CH2:46][CH2:47]2)[CH:37]=[C:38]([O:40][CH3:41])[CH:39]=1. The catalyst class is: 1. (3) Reactant: [H-].[Na+].[Cl:3][C:4]1[CH:9]=[CH:8][C:7]([CH2:10][C:11]#[N:12])=[CH:6][CH:5]=1.Cl.[CH2:14]([N:21]([CH2:25][CH2:26]Cl)[CH2:22][CH2:23]Cl)[C:15]1[CH:20]=[CH:19][CH:18]=[CH:17][CH:16]=1. Product: [CH2:14]([N:21]1[CH2:25][CH2:26][C:10]([C:7]2[CH:8]=[CH:9][C:4]([Cl:3])=[CH:5][CH:6]=2)([C:11]#[N:12])[CH2:23][CH2:22]1)[C:15]1[CH:20]=[CH:19][CH:18]=[CH:17][CH:16]=1. The catalyst class is: 774. (4) Reactant: [CH3:1][O:2][C:3]([C:5]1[CH:10]=[CH:9][C:8]([C:11]2[CH:16]=[CH:15][C:14]([CH3:17])=[CH:13][C:12]=2[F:18])=[CH:7][N:6]=1)=[O:4].[Br:19]N1C(=O)CCC1=O.N(C(C)(C)C#N)=NC(C)(C)C#N. Product: [CH3:1][O:2][C:3]([C:5]1[CH:10]=[CH:9][C:8]([C:11]2[CH:16]=[CH:15][C:14]([CH2:17][Br:19])=[CH:13][C:12]=2[F:18])=[CH:7][N:6]=1)=[O:4]. The catalyst class is: 53. (5) Reactant: [F:1][C:2]([F:7])([F:6])[C:3]([OH:5])=[O:4].[NH2:8][C@H:9]1[C:16](=[O:17])[N:15]2[C@@H:11]([S:12][CH2:13][C@H:14]2[C:18]#[N:19])[CH2:10]1.C(O)(=O)C.[CH:24](=O)[C:25]1[CH:30]=[CH:29][CH:28]=[CH:27][CH:26]=1.C(O[BH-](OC(=O)C)OC(=O)C)(=O)C.[Na+]. Product: [F:1][C:2]([F:7])([F:6])[C:3]([OH:5])=[O:4].[CH2:24]([NH:8][C@H:9]1[C:16](=[O:17])[N:15]2[C@@H:11]([S:12][CH2:13][C@H:14]2[C:18]#[N:19])[CH2:10]1)[C:25]1[CH:30]=[CH:29][CH:28]=[CH:27][CH:26]=1. The catalyst class is: 26. (6) Reactant: [NH2:1][C:2]1[N:7]2[N:8]=[C:9]([C:11]3[O:12][CH:13]=[CH:14][CH:15]=3)[N:10]=[C:6]2[C:5]2[CH:16]=[CH:17][N:18]([CH2:19][CH2:20][OH:21])[C:4]=2[N:3]=1.N1C=CC=CC=1.[CH3:28][S:29](Cl)(=[O:31])=[O:30]. Product: [CH3:28][S:29]([O:21][CH2:20][CH2:19][N:18]1[C:4]2[N:3]=[C:2]([NH2:1])[N:7]3[N:8]=[C:9]([C:11]4[O:12][CH:13]=[CH:14][CH:15]=4)[N:10]=[C:6]3[C:5]=2[CH:16]=[CH:17]1)(=[O:31])=[O:30]. The catalyst class is: 1.